From a dataset of Catalyst prediction with 721,799 reactions and 888 catalyst types from USPTO. Predict which catalyst facilitates the given reaction. (1) Reactant: [C:1]([C:4]1[NH:5][CH:6]=[CH:7][CH:8]=1)(=[O:3])[CH3:2].[CH:9]1[C:18]2[C:13](=[CH:14][CH:15]=[CH:16][CH:17]=2)[CH:12]=[CH:11][C:10]=1[C:19](Cl)=[O:20].[Cl-].[Al+3].[Cl-].[Cl-]. Product: [CH:9]1[C:18]2[C:13](=[CH:14][CH:15]=[CH:16][CH:17]=2)[CH:12]=[CH:11][C:10]=1[C:19]([C:7]1[CH:8]=[C:4]([C:1](=[O:3])[CH3:2])[NH:5][CH:6]=1)=[O:20]. The catalyst class is: 26. (2) Reactant: [F:1][C:2]1[CH:7]=[C:6]([S:8][C:9]([F:12])([F:11])[F:10])[CH:5]=[CH:4][C:3]=1[N:13]([CH3:26])[C:14]([NH:16][CH2:17][C:18]1[CH:23]=[CH:22][C:21]([O:24][CH3:25])=[CH:20][CH:19]=1)=[O:15].C(N(C(C)C)CC)(C)C.[F:36][C:37]1[CH:45]=[CH:44][CH:43]=[C:42]([F:46])[C:38]=1[C:39](Cl)=[O:40].C(OCC)(=O)C. Product: [F:36][C:37]1[CH:45]=[CH:44][CH:43]=[C:42]([F:46])[C:38]=1[C:39]([N:16]([CH2:17][C:18]1[CH:19]=[CH:20][C:21]([O:24][CH3:25])=[CH:22][CH:23]=1)[C:14]([N:13]([C:3]1[CH:4]=[CH:5][C:6]([S:8][C:9]([F:12])([F:10])[F:11])=[CH:7][C:2]=1[F:1])[CH3:26])=[O:15])=[O:40]. The catalyst class is: 11. (3) Reactant: C(O)(C(F)(F)F)=O.[N:8]1([C:13]2[CH:18]=[CH:17][C:16]([C:19]3[CH:24]=[CH:23][C:22]([C:25]4[C:51]([Cl:52])=[CH:50][C:28]5[N:29](COCC[Si](C)(C)C)[C:30]([O:32][C@H:33]6[C@H:37]7[O:38][CH2:39][C@@H:40]([OH:41])[C@H:36]7[O:35][CH2:34]6)=[N:31][C:27]=5[CH:26]=4)=[CH:21][CH:20]=3)=[CH:15][CH:14]=2)[CH:12]=[N:11][CH:10]=[N:9]1. Product: [N:8]1([C:13]2[CH:18]=[CH:17][C:16]([C:19]3[CH:24]=[CH:23][C:22]([C:25]4[C:51]([Cl:52])=[CH:50][C:28]5[NH:29][C:30]([O:32][C@H:33]6[C@H:37]7[O:38][CH2:39][C@@H:40]([OH:41])[C@H:36]7[O:35][CH2:34]6)=[N:31][C:27]=5[CH:26]=4)=[CH:21][CH:20]=3)=[CH:15][CH:14]=2)[CH:12]=[N:11][CH:10]=[N:9]1. The catalyst class is: 2. (4) Reactant: [Br:1][C:2]1[CH:7]=[CH:6][C:5]([C:8]2[N:9]([CH2:14][C@@H:15]3[CH2:19][CH2:18][NH:17][CH2:16]3)[C:10](=[O:13])[NH:11][N:12]=2)=[CH:4][CH:3]=1.[CH:20]1([C:23](Cl)=[O:24])[CH2:22][CH2:21]1.CCN(C(C)C)C(C)C. Product: [Br:1][C:2]1[CH:7]=[CH:6][C:5]([C:8]2[N:9]([CH2:14][C@@H:15]3[CH2:19][CH2:18][N:17]([C:23]([CH:20]4[CH2:22][CH2:21]4)=[O:24])[CH2:16]3)[C:10](=[O:13])[NH:11][N:12]=2)=[CH:4][CH:3]=1. The catalyst class is: 2.